The task is: Predict the reactants needed to synthesize the given product.. This data is from Full USPTO retrosynthesis dataset with 1.9M reactions from patents (1976-2016). (1) Given the product [Cl:1][C:2]1[CH:12]=[C:11]([Cl:13])[CH:10]=[CH:9][C:3]=1[O:4][CH2:5][C:6]([NH:14][C:15]1[CH:20]=[CH:19][C:18]([N:21]2[C:27](=[O:28])[CH2:26][C:25](=[O:29])[NH:24][C:23]3[C:30]4[C:35]([CH:36]=[CH:37][C:22]2=3)=[CH:34][CH:33]=[CH:32][CH:31]=4)=[CH:17][CH:16]=1)=[O:8], predict the reactants needed to synthesize it. The reactants are: [Cl:1][C:2]1[CH:12]=[C:11]([Cl:13])[CH:10]=[CH:9][C:3]=1[O:4][CH2:5][C:6]([OH:8])=O.[NH2:14][C:15]1[CH:20]=[CH:19][C:18]([N:21]2[C:27](=[O:28])[CH2:26][C:25](=[O:29])[NH:24][C:23]3[C:30]4[C:35]([CH:36]=[CH:37][C:22]2=3)=[CH:34][CH:33]=[CH:32][CH:31]=4)=[CH:17][CH:16]=1.ClC1C=C(Cl)C=CC=1OCC(Cl)=O. (2) Given the product [CH2:1]([O:3][C:4](=[O:14])[C:5]([CH3:13])([C:7]1[CH:12]=[CH:11][C:10]([N+:21]([O-:22])=[O:20])=[CH:9][CH:8]=1)[CH3:6])[CH3:2], predict the reactants needed to synthesize it. The reactants are: [CH2:1]([O:3][C:4](=[O:14])[C:5]([CH3:13])([C:7]1[CH:12]=[CH:11][CH:10]=[CH:9][CH:8]=1)[CH3:6])[CH3:2].F[B-](F)(F)F.[O:20]=[N+:21]=[O:22]. (3) Given the product [Cl:30][CH2:29][CH2:28][NH:27][S:24]([C:21]1[CH:22]=[CH:23][C:18]([NH:17][C:2]2[CH:7]=[C:6]([O:8][C:9]3[C:10]([CH3:16])=[N:11][C:12]([CH3:15])=[CH:13][CH:14]=3)[CH:5]=[CH:4][N:3]=2)=[CH:19][CH:20]=1)(=[O:26])=[O:25], predict the reactants needed to synthesize it. The reactants are: Cl[C:2]1[CH:7]=[C:6]([O:8][C:9]2[C:10]([CH3:16])=[N:11][C:12]([CH3:15])=[CH:13][CH:14]=2)[CH:5]=[CH:4][N:3]=1.[NH2:17][C:18]1[CH:23]=[CH:22][C:21]([S:24]([NH:27][CH2:28][CH2:29][Cl:30])(=[O:26])=[O:25])=[CH:20][CH:19]=1.O.C1(C)C=CC(S(O)(=O)=O)=CC=1.